This data is from Reaction yield outcomes from USPTO patents with 853,638 reactions. The task is: Predict the reaction yield, written as a fraction of the theoretical maximum amount of product (1.0 means a 100% yield; for example, 0.34 means a 34% yield). The reactants are [Br:1][C:2]1[CH:25]=[CH:24][C:5]2[C:6]3[CH:7]=[N:8][N:9]([C:13]4[CH:18]=[CH:17][C:16]([O:19][C:20]([F:23])([F:22])[F:21])=[CH:15][CH:14]=4)[C:10]=3[CH2:11][CH2:12][C:4]=2[CH:3]=1.C(C1C(=O)C(Cl)=C(Cl)C(=O)C=1C#N)#N. The catalyst is C1(C)C=CC=CC=1. The product is [Br:1][C:2]1[CH:25]=[CH:24][C:5]2[C:6]3[CH:7]=[N:8][N:9]([C:13]4[CH:18]=[CH:17][C:16]([O:19][C:20]([F:21])([F:22])[F:23])=[CH:15][CH:14]=4)[C:10]=3[CH:11]=[CH:12][C:4]=2[CH:3]=1. The yield is 0.650.